This data is from Forward reaction prediction with 1.9M reactions from USPTO patents (1976-2016). The task is: Predict the product of the given reaction. (1) Given the reactants [C:1]([NH:5][C:6]1[CH:11]=[C:10]([Cl:12])[N:9]=[CH:8][C:7]=1[CH2:13][OH:14])([CH3:4])([CH3:3])[CH3:2], predict the reaction product. The product is: [C:1]([NH:5][C:6]1[C:7]([CH:13]=[O:14])=[CH:8][N:9]=[C:10]([Cl:12])[CH:11]=1)([CH3:4])([CH3:2])[CH3:3]. (2) Given the reactants [CH3:16][C:11]1([CH3:17])[C:12]([CH3:15])([CH3:14])[O:13][B:9]([B:9]2[O:13][C:12]([CH3:15])([CH3:14])[C:11]([CH3:17])([CH3:16])[O:10]2)[O:10]1.Br[C:20]1[CH:25]=[CH:24][C:23]([CH2:26][C:27]([NH:29][C:30]2[O:34][N:33]=[C:32]([C:35]([CH3:41])([CH3:40])[C:36]([F:39])([F:38])[F:37])[CH:31]=2)=[O:28])=[C:22]([F:42])[CH:21]=1.CC([O-])=O.[K+], predict the reaction product. The product is: [F:42][C:22]1[CH:21]=[C:20]([B:9]2[O:10][C:11]([CH3:16])([CH3:17])[C:12]([CH3:14])([CH3:15])[O:13]2)[CH:25]=[CH:24][C:23]=1[CH2:26][C:27]([NH:29][C:30]1[O:34][N:33]=[C:32]([C:35]([CH3:41])([CH3:40])[C:36]([F:39])([F:37])[F:38])[CH:31]=1)=[O:28]. (3) The product is: [C:14]([O:17][CH2:18][C:19]1[S:43][C:4]([C:6]2[CH:11]=[CH:10][C:9]([Cl:12])=[C:8]([Cl:13])[CH:7]=2)=[CH:3][N:2]=1)(=[O:16])[CH3:15]. Given the reactants Cl.[NH2:2][CH2:3][C:4]([C:6]1[CH:11]=[CH:10][C:9]([Cl:12])=[C:8]([Cl:13])[CH:7]=1)=O.[C:14]([O:17][CH2:18][C:19](Cl)=O)(=[O:16])[CH3:15].C(N(CC)CC)C.C(=O)([O-])O.[Na+].COC1C=CC(P2(=S)SP(=S)(C3C=CC(OC)=CC=3)[S:43]2)=CC=1, predict the reaction product. (4) The product is: [F:1][C:2]1[CH:7]=[C:6]([F:8])[C:5]([C:9]2[C:10]([CH3:27])=[CH:11][C:12]([O:16][CH2:17][CH:18]([C:19]([OH:22])([CH3:21])[CH3:20])[C:23]([OH:26])([CH3:24])[CH3:25])=[CH:13][C:14]=2[CH3:15])=[CH:4][C:3]=1[CH2:28][O:29][C:30]1[N:35]=[CH:34][C:33]2[C@@H:36]3[C@@H:39]([C:40]([OH:42])=[O:41])[C@@H:37]3[CH2:38][C:32]=2[CH:31]=1. Given the reactants [F:1][C:2]1[CH:7]=[C:6]([F:8])[C:5]([C:9]2[C:14]([CH3:15])=[CH:13][C:12]([O:16][CH2:17][CH:18]([C:23]([OH:26])([CH3:25])[CH3:24])[C:19]([OH:22])([CH3:21])[CH3:20])=[CH:11][C:10]=2[CH3:27])=[CH:4][C:3]=1[CH2:28][O:29][C:30]1[N:35]=[CH:34][C:33]2[C@@H:36]3[C@@H:39]([C:40]([O:42]C(C)(C)C)=[O:41])[C@@H:37]3[CH2:38][C:32]=2[CH:31]=1.O[Li].O.Cl, predict the reaction product. (5) Given the reactants [CH2:1]([O:3][C:4](=[O:15])/[CH:5]=[CH:6]/[C:7]1[CH:12]=[C:11]([Cl:13])[N:10]=[C:9](Cl)[CH:8]=1)[CH3:2].[CH:16]1(B(O)O)[CH2:18][CH2:17]1.P([O-])([O-])([O-])=O.[K+].[K+].[K+].C1(P(C2CCCCC2)C2CCCCC2)CCCCC1, predict the reaction product. The product is: [CH2:1]([O:3][C:4](=[O:15])/[CH:5]=[CH:6]/[C:7]1[CH:8]=[C:9]([CH:16]2[CH2:18][CH2:17]2)[N:10]=[C:11]([Cl:13])[CH:12]=1)[CH3:2]. (6) The product is: [CH3:9][C:10]1[CH:11]=[C:12]([NH:13][C:1]([C:3]2[CH:4]=[N:5][CH:6]=[CH:7][CH:8]=2)=[NH:2])[CH:14]=[CH:15][C:16]=1[CH3:17]. Given the reactants [C:1]([C:3]1[CH:4]=[N:5][CH:6]=[CH:7][CH:8]=1)#[N:2].[CH3:9][C:10]1[CH:11]=[C:12]([CH:14]=[CH:15][C:16]=1[CH3:17])[NH2:13].[K+].[Br-], predict the reaction product. (7) Given the reactants [CH3:1][O:2][C:3]1[CH:49]=[CH:48][C:6]([CH2:7][N:8]2[C:12]3=[N:13][CH:14]=[CH:15][C:16]([O:17][C:18]4[CH:23]=[CH:22][C:21]([NH:24][C:25]([C:27]5[C:28](=[O:40])[N:29]([C:33]6[CH:38]=[CH:37][C:36]([F:39])=[CH:35][CH:34]=6)[N:30]=[CH:31][CH:32]=5)=[O:26])=[CH:20][C:19]=4[F:41])=[C:11]3[C:10]([CH:42]3[CH2:47][CH2:46][NH:45][CH2:44][CH2:43]3)=[N:9]2)=[CH:5][CH:4]=1.C=O.[C:52](O[BH-](OC(=O)C)OC(=O)C)(=O)C.[Na+], predict the reaction product. The product is: [F:41][C:19]1[CH:20]=[C:21]([NH:24][C:25]([C:27]2[C:28](=[O:40])[N:29]([C:33]3[CH:38]=[CH:37][C:36]([F:39])=[CH:35][CH:34]=3)[N:30]=[CH:31][CH:32]=2)=[O:26])[CH:22]=[CH:23][C:18]=1[O:17][C:16]1[CH:15]=[CH:14][N:13]=[C:12]2[N:8]([CH2:7][C:6]3[CH:5]=[CH:4][C:3]([O:2][CH3:1])=[CH:49][CH:48]=3)[N:9]=[C:10]([CH:42]3[CH2:47][CH2:46][N:45]([CH3:52])[CH2:44][CH2:43]3)[C:11]=12. (8) Given the reactants [Cl:1][C:2]1[CH:3]=[CH:4][C:5]([O:12][CH2:13][C:14]2[CH:19]=[CH:18][CH:17]=[CH:16][CH:15]=2)=[C:6]([CH2:8][C:9]([NH2:11])=O)[CH:7]=1.COC1C=CC(P2(SP(C3C=CC(OC)=CC=3)(=S)S2)=[S:29])=CC=1, predict the reaction product. The product is: [Cl:1][C:2]1[CH:3]=[CH:4][C:5]([O:12][CH2:13][C:14]2[CH:19]=[CH:18][CH:17]=[CH:16][CH:15]=2)=[C:6]([CH2:8][C:9](=[S:29])[NH2:11])[CH:7]=1. (9) The product is: [CH3:48][C:47]1[CH:49]=[CH:50][C:44]([S:41]([O:27][CH2:26][CH2:25][O:24][C:20]2[N:19]3[C:28]([NH:29][C:30]4[CH:39]=[CH:38][C:33]5[O:34][CH2:35][CH2:36][O:37][C:32]=5[CH:31]=4)=[C:16]([C:12]4[C:13]([F:15])=[CH:14][C:9]([O:8][Si:1]([C:4]([CH3:5])([CH3:6])[CH3:7])([CH3:3])[CH3:2])=[CH:10][C:11]=4[F:40])[N:17]=[C:18]3[CH:23]=[CH:22][CH:21]=2)(=[O:43])=[O:42])=[CH:45][CH:46]=1. Given the reactants [Si:1]([O:8][C:9]1[CH:14]=[C:13]([F:15])[C:12]([C:16]2[N:17]=[C:18]3[CH:23]=[CH:22][CH:21]=[C:20]([O:24][CH2:25][CH2:26][OH:27])[N:19]3[C:28]=2[NH:29][C:30]2[CH:39]=[CH:38][C:33]3[O:34][CH2:35][CH2:36][O:37][C:32]=3[CH:31]=2)=[C:11]([F:40])[CH:10]=1)([C:4]([CH3:7])([CH3:6])[CH3:5])([CH3:3])[CH3:2].[S:41](Cl)([C:44]1[CH:50]=[CH:49][C:47]([CH3:48])=[CH:46][CH:45]=1)(=[O:43])=[O:42], predict the reaction product. (10) Given the reactants [CH2:1]([N:5]([CH2:13][CH2:14][CH2:15][CH3:16])[C:6]1[S:10][C:9]([CH:11]=O)=[CH:8][CH:7]=1)[CH2:2][CH2:3][CH3:4].[CH2:17]([N:21]1[C:26]([OH:27])=[CH:25][C:24]([CH3:28])=[C:23]([C:29]#[N:30])[C:22]1=[O:31])[CH2:18][CH2:19][CH3:20], predict the reaction product. The product is: [CH2:17]([N:21]1[C:26](=[O:27])/[C:25](=[CH:11]/[C:9]2[S:10][C:6]([N:5]([CH2:13][CH2:14][CH2:15][CH3:16])[CH2:1][CH2:2][CH2:3][CH3:4])=[CH:7][CH:8]=2)/[C:24]([CH3:28])=[C:23]([C:29]#[N:30])[C:22]1=[O:31])[CH2:18][CH2:19][CH3:20].